This data is from Catalyst prediction with 721,799 reactions and 888 catalyst types from USPTO. The task is: Predict which catalyst facilitates the given reaction. (1) Reactant: [Cl:1][C:2]1[CH:7]=[CH:6][C:5]([C:8]([F:11])([F:10])[F:9])=[CH:4][C:3]=1[N:12]1[CH2:17][CH2:16][N:15]([C:18]2[CH:22]=[C:21]([C:23]3[N:24]=[N:25][NH:26][N:27]=3)[O:20][N:19]=2)[CH2:14][CH2:13]1.C1COCC1.C(N(CC)CC)C.Br[CH2:41][C:42]([O:44][C:45]([CH3:48])([CH3:47])[CH3:46])=[O:43]. Product: [Cl:1][C:2]1[CH:7]=[CH:6][C:5]([C:8]([F:9])([F:11])[F:10])=[CH:4][C:3]=1[N:12]1[CH2:17][CH2:16][N:15]([C:18]2[CH:22]=[C:21]([C:23]3[N:24]=[N:25][N:26]([CH2:41][C:42]([O:44][C:45]([CH3:48])([CH3:47])[CH3:46])=[O:43])[N:27]=3)[O:20][N:19]=2)[CH2:14][CH2:13]1. The catalyst class is: 6. (2) Reactant: [N+:1]([C:4]1[CH:5]=[C:6]([OH:10])[CH:7]=[CH:8][CH:9]=1)([O-:3])=[O:2].Cl[CH2:12][C:13]1[O:14][CH:15]=[CH:16][CH:17]=1.C(=O)([O-])[O-].[K+].[K+]. Product: [N+:1]([C:4]1[CH:5]=[C:6]([CH:7]=[CH:8][CH:9]=1)[O:10][CH2:12][C:13]1[O:14][CH:15]=[CH:16][CH:17]=1)([O-:3])=[O:2]. The catalyst class is: 3. (3) Reactant: [C:1]([O:5][C:6]([N:8]1[CH2:13][CH2:12][N:11]2[C:14]([CH:18]3[CH2:20][CH2:19]3)=[N:15][C:16](I)=[C:10]2[CH:9]1[CH2:21][CH2:22][C:23]1[CH:28]=[CH:27][C:26]([C:29]([F:32])([F:31])[F:30])=[C:25]([F:33])[CH:24]=1)=[O:7])([CH3:4])([CH3:3])[CH3:2].[Li]CCCC.[Cl:39]C(Cl)(Cl)C(Cl)(Cl)Cl. Product: [C:1]([O:5][C:6]([N:8]1[CH2:13][CH2:12][N:11]2[C:14]([CH:18]3[CH2:20][CH2:19]3)=[N:15][C:16]([Cl:39])=[C:10]2[CH:9]1[CH2:21][CH2:22][C:23]1[CH:28]=[CH:27][C:26]([C:29]([F:32])([F:31])[F:30])=[C:25]([F:33])[CH:24]=1)=[O:7])([CH3:4])([CH3:3])[CH3:2]. The catalyst class is: 1. (4) Reactant: [CH3:1][C:2]1[C:3]([C:8](=[O:21])[CH2:9][CH2:10][CH2:11][C:12]([C:14]2[C:19]([CH3:20])=[CH:18][CH:17]=[CH:16][N:15]=2)=[O:13])=[N:4][CH:5]=[CH:6][CH:7]=1.[BH4-].[Na+]. Product: [CH3:20][C:19]1[C:14]([CH:12]([OH:13])[CH2:11][CH2:10][CH2:9][CH:8]([C:3]2[C:2]([CH3:1])=[CH:7][CH:6]=[CH:5][N:4]=2)[OH:21])=[N:15][CH:16]=[CH:17][CH:18]=1. The catalyst class is: 5. (5) Reactant: [ClH:1].Br[C:3]1[CH:13]=[C:12]([O:14]C(=O)C)[C:11]([O:18][CH3:19])=[CH:10][C:4]=1[CH2:5][NH:6][C:7](=[O:9])[CH3:8].[OH-].[Na+]. Product: [Cl:1][C:3]1[CH:13]=[C:12]([OH:14])[C:11]([O:18][CH3:19])=[CH:10][C:4]=1[CH2:5][NH:6][C:7](=[O:9])[CH3:8]. The catalyst class is: 12. (6) Reactant: [CH2:1]([Mg]Br)[CH3:2].[Cl:5][C:6]1[CH:7]=[CH:8][C:9]([CH:29]=[O:30])=[C:10]2[C:14]=1[N:13]=[C:12]1[N:15]([C:19]3[C:20]([CH3:28])=[N:21][C:22]([O:26][CH3:27])=[N:23][C:24]=3[CH3:25])[CH2:16][CH2:17][CH2:18][N:11]21. Product: [Cl:5][C:6]1[C:14]2[N:13]=[C:12]3[N:15]([C:19]4[C:20]([CH3:28])=[N:21][C:22]([O:26][CH3:27])=[N:23][C:24]=4[CH3:25])[CH2:16][CH2:17][CH2:18][N:11]3[C:10]=2[C:9]([CH:29]([OH:30])[CH2:1][CH3:2])=[CH:8][CH:7]=1. The catalyst class is: 7.